The task is: Predict the reaction yield, written as a fraction of the theoretical maximum amount of product (1.0 means a 100% yield; for example, 0.34 means a 34% yield).. This data is from Reaction yield outcomes from USPTO patents with 853,638 reactions. (1) The reactants are [NH2:1][C:2]1[CH:10]=[C:9]([C:11]([F:14])([F:13])[F:12])[C:8]([C:15]2[N:16]=[N:17][CH:18]=[CH:19][CH:20]=2)=[CH:7][C:3]=1[C:4]([OH:6])=[O:5].OS(O)(=O)=O.[CH3:26]O. No catalyst specified. The product is [CH3:26][O:5][C:4](=[O:6])[C:3]1[CH:7]=[C:8]([C:15]2[N:16]=[N:17][CH:18]=[CH:19][CH:20]=2)[C:9]([C:11]([F:12])([F:13])[F:14])=[CH:10][C:2]=1[NH2:1]. The yield is 0.460. (2) The reactants are [CH2:1]1[C:10]2[C:5](=[CH:6][CH:7]=[CH:8][CH:9]=2)[CH2:4][CH2:3][N:2]1[C:11](Cl)=[O:12].[OH:14][C:15]1[N:20]=[CH:19][C:18]([N:21]2[C:26](=[O:27])[CH2:25][C:24]([CH3:29])([CH3:28])[CH2:23][C:22]2=[O:30])=[CH:17][CH:16]=1. The catalyst is CN(C)C=O. The product is [CH3:28][C:24]1([CH3:29])[CH2:25][C:26](=[O:27])[N:21]([C:18]2[CH:19]=[N:20][C:15]([O:14][C:11]([N:2]3[CH2:3][CH2:4][C:5]4[C:10](=[CH:9][CH:8]=[CH:7][CH:6]=4)[CH2:1]3)=[O:12])=[CH:16][CH:17]=2)[C:22](=[O:30])[CH2:23]1. The yield is 0.620.